From a dataset of Serine/threonine kinase 33 screen with 319,792 compounds. Binary Classification. Given a drug SMILES string, predict its activity (active/inactive) in a high-throughput screening assay against a specified biological target. (1) The drug is O1C(CN(CC1C)C(C(=O)NC(c1ccccc1)c1ccccc1)C)C. The result is 0 (inactive). (2) The compound is OC(C(NCc1cc(OCc2ccccc2)ccc1)C)c1ccccc1. The result is 0 (inactive).